Dataset: Catalyst prediction with 721,799 reactions and 888 catalyst types from USPTO. Task: Predict which catalyst facilitates the given reaction. (1) Reactant: C([O-])=O.[K+].C(O)=O.O.[CH3:9][O:10][C:11]1[CH:12]=[C:13]2[C:18](=[CH:19][C:20]=1[O:21][CH3:22])[N:17]=[CH:16][CH:15]=[C:14]2[O:23][C:24]1[CH:29]=[CH:28][C:27]([N+:30]([O-])=O)=[CH:26][CH:25]=1. Product: [CH3:9][O:10][C:11]1[CH:12]=[C:13]2[C:18](=[CH:19][C:20]=1[O:21][CH3:22])[N:17]=[CH:16][CH:15]=[C:14]2[O:23][C:24]1[CH:25]=[CH:26][C:27]([NH2:30])=[CH:28][CH:29]=1. The catalyst class is: 304. (2) Reactant: Br[C:2]1[CH:16]=[CH:15][C:5]([CH2:6][O:7][C:8]2[CH:13]=[CH:12][CH:11]=[C:10]([CH3:14])[N:9]=2)=[CH:4][CH:3]=1.C([Li])CCC.O.[C:23](OCC)(=[O:25])C. Product: [CH3:14][C:10]1[N:9]=[C:8]([O:7][CH2:6][C:5]2[CH:15]=[CH:16][C:2]([CH:23]=[O:25])=[CH:3][CH:4]=2)[CH:13]=[CH:12][CH:11]=1. The catalyst class is: 7.